Task: Predict the product of the given reaction.. Dataset: Forward reaction prediction with 1.9M reactions from USPTO patents (1976-2016) (1) The product is: [Br:1][C:2]1[CH:7]=[CH:6][C:5]([C:8]2[CH2:9][CH2:10][CH2:11][CH2:12][N:13]=2)=[CH:4][C:3]=1[F:22]. Given the reactants [Br:1][C:2]1[CH:7]=[CH:6][C:5]([C:8](=O)[CH2:9][CH2:10][CH2:11][CH2:12][NH:13]C(=O)OC(C)(C)C)=[CH:4][C:3]=1[F:22], predict the reaction product. (2) Given the reactants O.[CH2:2]1[CH2:7][O:6][C:4](=[O:5])[CH2:3]1.[CH3:8][C:9]([N:11]([CH3:13])[CH3:12])=[O:10], predict the reaction product. The product is: [OH:6][CH2:7][CH2:2][CH2:3][C:4]([OH:5])=[O:10].[CH3:12][N:11]1[C:9](=[O:10])[CH2:8][CH2:2][CH2:13]1. (3) Given the reactants [Br:1][C:2]1[CH:7]=[C:6]([N+:8]([O-])=O)[CH:5]=[CH:4][C:3]=1[CH2:11][C:12]#[N:13].O.O.[Sn](Cl)Cl.C(=O)(O)[O-].[Na+].C(=O)(O)[O-], predict the reaction product. The product is: [NH2:8][C:6]1[CH:5]=[CH:4][C:3]([CH2:11][C:12]#[N:13])=[C:2]([Br:1])[CH:7]=1. (4) Given the reactants [OH:1][C:2]1[CH:7]=[CH:6][CH:5]=[CH:4][C:3]=1[C:8]1[CH:13]=[CH:12][C:11]([CH2:14][NH:15][C:16](=[O:22])[O:17][C:18]([CH3:21])([CH3:20])[CH3:19])=[CH:10][CH:9]=1.I[CH:24]([CH3:26])[CH3:25], predict the reaction product. The product is: [CH:24]([O:1][C:2]1[CH:7]=[CH:6][CH:5]=[CH:4][C:3]=1[C:8]1[CH:13]=[CH:12][C:11]([CH2:14][NH:15][C:16](=[O:22])[O:17][C:18]([CH3:19])([CH3:21])[CH3:20])=[CH:10][CH:9]=1)([CH3:26])[CH3:25]. (5) Given the reactants [Br:1][C:2]1[CH:3]=[C:4]([C:15]([OH:17])=O)[CH:5]=[C:6]([C:8]2[CH:13]=[CH:12][C:11]([CH3:14])=[CH:10][CH:9]=2)[CH:7]=1.[CH3:18][C:19]1[N:24]=[CH:23][C:22]([CH2:25][NH2:26])=[CH:21][N:20]=1.C(N(CC)C(C)C)(C)C.CN(C)C=O, predict the reaction product. The product is: [Br:1][C:2]1[CH:3]=[C:4]([C:15]([NH:26][CH2:25][C:22]2[CH:21]=[N:20][C:19]([CH3:18])=[N:24][CH:23]=2)=[O:17])[CH:5]=[C:6]([C:8]2[CH:9]=[CH:10][C:11]([CH3:14])=[CH:12][CH:13]=2)[CH:7]=1.